Regression. Given a peptide amino acid sequence and an MHC pseudo amino acid sequence, predict their binding affinity value. This is MHC class I binding data. From a dataset of Peptide-MHC class I binding affinity with 185,985 pairs from IEDB/IMGT. (1) The peptide sequence is QVIEYLKPY. The MHC is HLA-A02:01 with pseudo-sequence HLA-A02:01. The binding affinity (normalized) is 0.0847. (2) The peptide sequence is KANPDVTLV. The MHC is Mamu-B08 with pseudo-sequence Mamu-B08. The binding affinity (normalized) is 0. (3) The MHC is HLA-A02:06 with pseudo-sequence HLA-A02:06. The binding affinity (normalized) is 0. The peptide sequence is PADCFLVKL. (4) The peptide sequence is QENEIYTYF. The MHC is HLA-B08:01 with pseudo-sequence HLA-B08:01. The binding affinity (normalized) is 0.0847. (5) The peptide sequence is KTKDYVNGL. The MHC is HLA-A02:02 with pseudo-sequence HLA-A02:02. The binding affinity (normalized) is 0.370. (6) The peptide sequence is SVFELSNFA. The MHC is HLA-B53:01 with pseudo-sequence HLA-B53:01. The binding affinity (normalized) is 0.213.